From a dataset of Reaction yield outcomes from USPTO patents with 853,638 reactions. Predict the reaction yield, written as a fraction of the theoretical maximum amount of product (1.0 means a 100% yield; for example, 0.34 means a 34% yield). (1) The reactants are [C:1]([OH:7])(=[O:6])[CH2:2][C:3]([OH:5])=[O:4].[Cl:8][C:9]1[CH:14]=[C:13]([Cl:15])[CH:12]=[C:11]([Cl:16])[C:10]=1O.P(Cl)(Cl)(Cl)=O. The catalyst is O. The product is [Cl:8][C:9]1[CH:14]=[C:13]([Cl:15])[CH:12]=[C:11]([Cl:16])[C:10]=1[O:4][C:3](=[O:5])[CH2:2][C:1]([O:7][C:10]1[C:9]([Cl:8])=[CH:14][C:13]([Cl:15])=[CH:12][C:11]=1[Cl:16])=[O:6]. The yield is 0.950. (2) The reactants are [CH3:1][N:2]([CH:6]1[CH2:19][C:18]2[C:9]([CH3:28])([CH:10]3[CH:15]([CH2:16][CH:17]=2)[CH:14]2[CH2:20][CH2:21][CH:22]4[CH:23]([CH3:27])[N:24]([CH3:26])[CH2:25][C:13]24[CH2:12][CH2:11]3)[CH2:8][CH2:7]1)[C:3](Cl)=[O:4].[CH2:29]([OH:33])[CH2:30][CH2:31][OH:32]. The catalyst is N1C=CC=CC=1. The product is [OH:32][CH2:31][CH2:30][CH2:29][O:33][C:3](=[O:4])[N:2]([CH3:1])[CH:6]1[CH2:19][C:18]2[C:9]([CH3:28])([CH:10]3[CH:15]([CH2:16][CH:17]=2)[CH:14]2[CH2:20][CH2:21][CH:22]4[CH:23]([CH3:27])[N:24]([CH3:26])[CH2:25][C:13]24[CH2:12][CH2:11]3)[CH2:8][CH2:7]1. The yield is 0.228. (3) The reactants are [Cl:1][C:2]1[CH:7]=[C:6]([F:8])[C:5]([N+:9]([O-:11])=[O:10])=[CH:4][C:3]=1[NH2:12].Cl[CH2:14][C:15]1[C:16]([NH:25][CH3:26])=[CH:17][C:18]([N:21]([O:23][CH3:24])[CH3:22])=[N:19][CH:20]=1. The catalyst is N1C=CC=CC=1. The product is [Cl:1][C:2]1[CH:7]=[C:6]([F:8])[C:5]([N+:9]([O-:11])=[O:10])=[CH:4][C:3]=1[NH:12][CH2:14][C:15]1[C:16]([NH:25][CH3:26])=[CH:17][C:18]([N:21]([O:23][CH3:24])[CH3:22])=[N:19][CH:20]=1. The yield is 0.560. (4) The reactants are [F:1][CH:2]([F:11])[C:3](=O)[CH2:4][C:5]([O:7]CC)=O.Cl.[C:13](=[NH:18])([NH2:17])[CH2:14][CH2:15][CH3:16].C[O-].[Na+]. The catalyst is CO.C(OCC)(=O)C. The product is [F:11][CH:2]([F:1])[C:3]1[N:17]=[C:13]([CH2:14][CH2:15][CH3:16])[NH:18][C:5](=[O:7])[CH:4]=1. The yield is 1.00. (5) The reactants are [NH2:1][C@@H:2]([CH:6]([CH3:8])[CH3:7])[C:3]([OH:5])=[O:4].[CH3:9][C:10]([O:13][C:14](O[C:14]([O:13][C:10]([CH3:12])([CH3:11])[CH3:9])=[O:15])=[O:15])([CH3:12])[CH3:11].[OH-].[Na+]. The catalyst is C1COCC1.O. The product is [C:10]([O:13][C:14]([NH:1][C@@H:2]([CH:6]([CH3:8])[CH3:7])[C:3]([OH:5])=[O:4])=[O:15])([CH3:12])([CH3:11])[CH3:9]. The yield is 1.00. (6) The reactants are [ClH:1].[NH2:2][C:3]1[N:8]=[CH:7][C:6](/[CH:9]=[CH:10]/[C:11]([OH:13])=O)=[CH:5][C:4]=1[CH2:14][N:15]1[CH2:20][CH2:19][N:18]([CH3:21])[CH2:17][CH2:16]1.Cl.CN1CC2C=C(/C=C/C(O)=O)C=NC=2NC(=O)C1.[CH3:41][NH:42][CH2:43][C:44]1[C:53]2[C:48](=[CH:49][CH:50]=[CH:51][CH:52]=2)[C:47]([CH3:54])=[CH:46][CH:45]=1.CNCC1C=CC2C(=CC=CC=2)C=1CCC. No catalyst specified. The product is [ClH:1].[NH2:2][C:3]1[N:8]=[CH:7][C:6](/[CH:9]=[CH:10]/[C:11]([N:42]([CH3:41])[CH2:43][C:44]2[C:53]3[C:48](=[CH:49][CH:50]=[CH:51][CH:52]=3)[C:47]([CH3:54])=[CH:46][CH:45]=2)=[O:13])=[CH:5][C:4]=1[CH2:14][N:15]1[CH2:20][CH2:19][N:18]([CH3:21])[CH2:17][CH2:16]1. The yield is 0.200.